This data is from Forward reaction prediction with 1.9M reactions from USPTO patents (1976-2016). The task is: Predict the product of the given reaction. (1) Given the reactants [F:1][C:2]1[CH:7]=[CH:6][C:5]([CH:8]([C:12]2[CH:17]=[CH:16][C:15]([F:18])=[CH:14][CH:13]=2)[C:9]([OH:11])=O)=[CH:4][CH:3]=1.[NH2:19][CH2:20][CH2:21][CH2:22][N:23]1[CH2:28][CH2:27][CH:26]([C:29]2[CH:30]=[C:31]([NH:35][C:36](=[O:40])[CH:37]([CH3:39])[CH3:38])[CH:32]=[CH:33][CH:34]=2)[CH2:25][CH2:24]1, predict the reaction product. The product is: [F:18][C:15]1[CH:16]=[CH:17][C:12]([CH:8]([C:5]2[CH:4]=[CH:3][C:2]([F:1])=[CH:7][CH:6]=2)[C:9]([NH:19][CH2:20][CH2:21][CH2:22][N:23]2[CH2:28][CH2:27][CH:26]([C:29]3[CH:30]=[C:31]([NH:35][C:36](=[O:40])[CH:37]([CH3:38])[CH3:39])[CH:32]=[CH:33][CH:34]=3)[CH2:25][CH2:24]2)=[O:11])=[CH:13][CH:14]=1. (2) Given the reactants [Cl:1][C:2]1[CH:7]=[CH:6][C:5]([S:8]([CH2:11][C:12]2[CH:17]=[C:16]([F:18])[CH:15]=[CH:14][C:13]=2[F:19])(=[O:10])=[O:9])=[CH:4][CH:3]=1.[CH3:20][CH:21](O)[CH2:22][CH2:23][CH3:24].C(C=P(CCCC)(CCCC)CCCC)#N, predict the reaction product. The product is: [Cl:1][C:2]1[CH:7]=[CH:6][C:5]([S:8]([CH:11]([C:12]2[CH:17]=[C:16]([F:18])[CH:15]=[CH:14][C:13]=2[F:19])[CH:21]([CH3:20])[CH2:22][CH2:23][CH3:24])(=[O:10])=[O:9])=[CH:4][CH:3]=1. (3) Given the reactants [Cl:1][C:2]1[C:7]([NH:8][C:9]2[N:14]=[C:13]([NH:15][CH:16]3[CH2:18][CH2:17]3)[C:12]3=[N:19][CH:20]=[C:21]([C:22]#[N:23])[N:11]3[N:10]=2)=[CH:6][C:5]([C:24]#[N:25])=[CH:4][C:3]=1[N:26]1[CH2:31][CH2:30][NH:29][CH:28]([C:32]([N:34]([CH3:36])[CH3:35])=[O:33])[CH2:27]1.[O:37]1[CH2:40][C:39](=O)[CH2:38]1.C(OC)(OC)OC.C([BH3-])#N.[Na+].O1CCC1=O, predict the reaction product. The product is: [Cl:1][C:2]1[C:7]([NH:8][C:9]2[N:14]=[C:13]([NH:15][CH:16]3[CH2:17][CH2:18]3)[C:12]3=[N:19][CH:20]=[C:21]([C:22]#[N:23])[N:11]3[N:10]=2)=[CH:6][C:5]([C:24]#[N:25])=[CH:4][C:3]=1[N:26]1[CH2:31][CH2:30][N:29]([CH:39]2[CH2:40][O:37][CH2:38]2)[CH:28]([C:32]([N:34]([CH3:36])[CH3:35])=[O:33])[CH2:27]1.